From a dataset of Forward reaction prediction with 1.9M reactions from USPTO patents (1976-2016). Predict the product of the given reaction. (1) The product is: [CH3:22][O:21][C:18]1[CH:19]=[CH:20][C:15]([O:14][CH:11]2[CH2:12][CH2:13][NH:8][CH2:9][CH2:10]2)=[N:16][CH:17]=1. Given the reactants C(OC([N:8]1[CH2:13][CH2:12][CH:11]([O:14][C:15]2[CH:20]=[CH:19][C:18]([O:21][CH3:22])=[CH:17][N:16]=2)[CH2:10][CH2:9]1)=O)(C)(C)C.Cl, predict the reaction product. (2) Given the reactants [NH2:1][C:2]1[C:7]([Cl:8])=[CH:6][CH:5]=[CH:4][C:3]=1[C:9]([C:11]1[CH:16]=[CH:15][CH:14]=[C:13]([O:17][CH3:18])[C:12]=1[O:19][CH3:20])=[O:10].[BH4-].[Na+], predict the reaction product. The product is: [NH2:1][C:2]1[C:7]([Cl:8])=[CH:6][CH:5]=[CH:4][C:3]=1[CH:9]([C:11]1[CH:16]=[CH:15][CH:14]=[C:13]([O:17][CH3:18])[C:12]=1[O:19][CH3:20])[OH:10]. (3) Given the reactants [OH-].[Na+].[CH:3]1([C:6]2[CH:11]=[C:10]([CH2:12][N:13]3[CH2:16][C:15]4([CH2:20][C:19]([N:21]5[CH2:26][CH2:25][C:24]([CH3:32])([C:27]([O:29]CC)=[O:28])[CH2:23][CH2:22]5)=[N:18][O:17]4)[CH2:14]3)[CH:9]=[C:8]([O:33][CH2:34][CH:35]3[CH2:37][CH2:36]3)[C:7]=2[C:38]2[CH:43]=[CH:42][C:41]([F:44])=[CH:40][CH:39]=2)[CH2:5][CH2:4]1, predict the reaction product. The product is: [CH:3]1([C:6]2[CH:11]=[C:10]([CH2:12][N:13]3[CH2:16][C:15]4([CH2:20][C:19]([N:21]5[CH2:26][CH2:25][C:24]([CH3:32])([C:27]([OH:29])=[O:28])[CH2:23][CH2:22]5)=[N:18][O:17]4)[CH2:14]3)[CH:9]=[C:8]([O:33][CH2:34][CH:35]3[CH2:36][CH2:37]3)[C:7]=2[C:38]2[CH:43]=[CH:42][C:41]([F:44])=[CH:40][CH:39]=2)[CH2:4][CH2:5]1. (4) Given the reactants [F:1][C:2]1[CH:7]=[CH:6][C:5]([N:8]2[C:11](=[O:12])[C@H:10]([S:13][CH2:14][C:15]([C:17]3[CH:22]=[CH:21][C:20]([F:23])=[CH:19][CH:18]=3)=[O:16])[C@H:9]2[C:24]2[CH:38]=[CH:37][C:27]([O:28][CH2:29][C:30]([NH:32][CH2:33][C:34](O)=[O:35])=[O:31])=[CH:26][CH:25]=2)=[CH:4][CH:3]=1.CN1CCOCC1.CN(C(ON1N=NC2C=CC=CC1=2)=[N+](C)C)C.[B-](F)(F)(F)F.[NH2:68][C@H:69]([C:72]([CH3:75])([CH3:74])[CH3:73])[CH2:70][OH:71].[BH4-].[Na+], predict the reaction product. The product is: [F:1][C:2]1[CH:3]=[CH:4][C:5]([N:8]2[C:11](=[O:12])[C@H:10]([S:13][CH2:14][CH:15]([C:17]3[CH:18]=[CH:19][C:20]([F:23])=[CH:21][CH:22]=3)[OH:16])[C@H:9]2[C:24]2[CH:25]=[CH:26][C:27]([O:28][CH2:29][C:30]([NH:32][CH2:33][C:34]([NH:68][C@@H:69]([CH2:70][OH:71])[C:72]([CH3:75])([CH3:74])[CH3:73])=[O:35])=[O:31])=[CH:37][CH:38]=2)=[CH:6][CH:7]=1. (5) The product is: [CH:1]1([N:4]2[CH2:9][CH2:8][CH:7]([C:20]#[N:21])[CH2:6][CH2:5]2)[CH2:3][CH2:2]1. Given the reactants [CH:1]1([N:4]2[CH2:9][CH2:8][C:7](=O)[CH2:6][CH2:5]2)[CH2:3][CH2:2]1.C1(C)C=CC(S([CH2:20][N+:21]#[C-])(=O)=O)=CC=1.CC(C)([O-])C.[K+], predict the reaction product. (6) Given the reactants [CH2:1]([CH2:13][NH2:14])[CH2:2][C:3]([P:9]([O-:12])([OH:11])=[O:10])([P:5]([OH:8])([OH:7])=[O:6])[OH:4].O.O.O.[Na+].[P:19]([O-:23])([O-:22])([O-:21])=[O:20].[Na+].[Na+].[Na+].C(CN)CC(P(O)(O)=O)(P(O)(O)=O)O.P([O-])([O-])([O-])=O.[OH-].[Na+], predict the reaction product. The product is: [CH2:1]([CH2:13][NH2:14])[CH2:2][C:3]([P:5]([OH:7])([OH:8])=[O:6])([P:9]([OH:12])([OH:11])=[O:10])[OH:4].[P:19]([O-:23])([O-:22])([O-:21])=[O:20]. (7) Given the reactants [H-].[H-].[H-].[H-].[Li+].[Al+3].[C:7]([C:11]1[CH:12]2[CH2:19][CH2:18][CH:15]([CH2:16][CH:17]=1)[N:14]([C:20](OC1C=CC=CC=1)=O)[CH2:13]2)(=[O:10])[CH2:8][CH3:9], predict the reaction product. The product is: [OH:10][CH:7]([C:11]1[CH:12]2[CH2:19][CH2:18][CH:15]([CH2:16][CH:17]=1)[N:14]([CH3:20])[CH2:13]2)[CH2:8][CH3:9]. (8) Given the reactants C(OC([N:8]([C@@H:10]1[CH2:14][CH2:13][N:12]([S:15]([C:18]2[C:19]3[C:20]([Br:29])=[CH:21][N:22]=[C:23]([Cl:28])[C:24]=3[CH:25]=[CH:26][CH:27]=2)(=[O:17])=[O:16])[CH2:11]1)[CH3:9])=O)(C)(C)C.C(OC([NH:37]C1CCN(S(C2C3C(Cl)=CN=C(Cl)C=3C=CC=2)(=O)=O)C1)=O)(C)(C)C, predict the reaction product. The product is: [NH2:37][C:23]1[C:24]2[CH:25]=[CH:26][CH:27]=[C:18]([S:15]([N:12]3[CH2:13][CH2:14][C@@H:10]([NH:8][CH3:9])[CH2:11]3)(=[O:17])=[O:16])[C:19]=2[C:20]([Br:29])=[CH:21][N:22]=1.[ClH:28]. (9) Given the reactants [CH3:1][N:2]([CH3:16])[S:3]([CH2:6][CH2:7][C:8]1[CH:13]=[CH:12][C:11]([NH2:14])=[C:10](Br)[CH:9]=1)(=[O:5])=[O:4].CCO.[C:20]1(B(O)O)[CH2:25][CH2:24][CH2:23][CH2:22][CH:21]=1.C([O-])([O-])=O.[Na+].[Na+], predict the reaction product. The product is: [CH3:1][N:2]([CH3:16])[S:3]([CH2:6][CH2:7][C:8]1[CH:13]=[CH:12][C:11]([NH2:14])=[C:10]([C:20]2[CH2:25][CH2:24][CH2:23][CH2:22][CH:21]=2)[CH:9]=1)(=[O:5])=[O:4]. (10) Given the reactants [NH2:1][C:2]1[C:3]([CH3:12])=[N:4][CH:5]=[C:6]([CH:11]=1)[C:7]([O:9]C)=[O:8].[OH-].[Na+], predict the reaction product. The product is: [NH2:1][C:2]1[C:3]([CH3:12])=[N:4][CH:5]=[C:6]([CH:11]=1)[C:7]([OH:9])=[O:8].